From a dataset of Full USPTO retrosynthesis dataset with 1.9M reactions from patents (1976-2016). Predict the reactants needed to synthesize the given product. (1) Given the product [CH:1]1([N:7]([C:9]2[CH:14]=[CH:13][C:12]([C@@H:15]3[NH:16][CH2:17][CH2:18][N:19]([C:29]4[N:34]([CH3:35])[C:33](=[O:36])[CH:32]=[C:31]([C:37]5[CH:38]=[CH:39][N:40]=[CH:41][CH:42]=5)[N:30]=4)[CH2:20]3)=[CH:11][CH:10]=2)[CH3:8])[CH2:2][CH2:3][CH2:4][CH2:5][CH2:6]1, predict the reactants needed to synthesize it. The reactants are: [CH:1]1([N:7]([C:9]2[CH:14]=[CH:13][C:12]([C@H:15]3[CH2:20][NH:19][CH2:18][CH2:17][NH:16]3)=[CH:11][CH:10]=2)[CH3:8])[CH2:6][CH2:5][CH2:4][CH2:3][CH2:2]1.C(N(CC)CC)C.Cl[C:29]1[N:34]([CH3:35])[C:33](=[O:36])[CH:32]=[C:31]([C:37]2[CH:42]=[CH:41][N:40]=[CH:39][CH:38]=2)[N:30]=1. (2) The reactants are: [NH:1]1[CH2:6][CH2:5][CH:4]([N:7]2[CH2:12][CH2:11][O:10][CH2:9][CH2:8]2)[CH2:3][CH2:2]1.[ClH:13]. Given the product [ClH:13].[NH:1]1[CH2:6][CH2:5][CH:4]([N:7]2[CH2:12][CH2:11][O:10][CH2:9][CH2:8]2)[CH2:3][CH2:2]1, predict the reactants needed to synthesize it. (3) Given the product [C:35]([N:18]1[CH2:19][CH2:20][CH2:21][C@@H:17]1[CH2:16][N:15]1[C:14]2[CH:22]=[CH:23][C:24]([C:26]([NH:28][CH2:29][C:30]([CH3:31])([CH3:33])[CH3:32])=[O:27])=[CH:25][C:13]=2[N:12]=[C:11]1[NH:10][C:8]([C:6]1[S:7][C:3]([CH:2]([F:1])[F:34])=[CH:4][CH:5]=1)=[O:9])(=[O:38])[CH:36]=[CH2:37], predict the reactants needed to synthesize it. The reactants are: [F:1][CH:2]([F:34])[C:3]1[S:7][C:6]([C:8]([NH:10][C:11]2[N:15]([CH2:16][C@H:17]3[CH2:21][CH2:20][CH2:19][NH:18]3)[C:14]3[CH:22]=[CH:23][C:24]([C:26]([NH:28][CH2:29][C:30]([CH3:33])([CH3:32])[CH3:31])=[O:27])=[CH:25][C:13]=3[N:12]=2)=[O:9])=[CH:5][CH:4]=1.[C:35](Cl)(=[O:38])[CH:36]=[CH2:37]. (4) Given the product [CH3:20][O:19][C:17]1[C:16]([O:21][CH3:22])=[CH:15][C:14]2[N:10]([C:8]3[S:9][C:5]([C:3]([OH:2])=[O:4])=[C:6]([C:29]4[CH:28]=[CH:27][CH:26]=[C:25]([OH:24])[CH:30]=4)[N:7]=3)[CH:11]=[N:12][C:13]=2[CH:18]=1, predict the reactants needed to synthesize it. The reactants are: C[O:2][C:3]([C:5]1[S:9][C:8]([N:10]2[C:14]3[CH:15]=[C:16]([O:21][CH3:22])[C:17]([O:19][CH3:20])=[CH:18][C:13]=3[N:12]=[CH:11]2)=[N:7][C:6]=1Br)=[O:4].[OH:24][C:25]1[CH:26]=[C:27](B(O)O)[CH:28]=[CH:29][CH:30]=1. (5) Given the product [NH2:8][C@H:9]1[C@H:14]([CH2:15][CH:16]2[CH2:19][CH2:18][CH2:17]2)[CH2:13][CH2:12][N:11]([C:20]([O:22][CH2:23][C:24]2[CH:25]=[CH:26][CH:27]=[CH:28][CH:29]=2)=[O:21])[CH2:10]1, predict the reactants needed to synthesize it. The reactants are: C(OC([NH:8][C@H:9]1[C@H:14]([CH2:15][CH:16]2[CH2:19][CH2:18][CH2:17]2)[CH2:13][CH2:12][N:11]([C:20]([O:22][CH2:23][C:24]2[CH:29]=[CH:28][CH:27]=[CH:26][CH:25]=2)=[O:21])[CH2:10]1)=O)(C)(C)C.[OH-].[Na+].